From a dataset of Reaction yield outcomes from USPTO patents with 853,638 reactions. Predict the reaction yield, written as a fraction of the theoretical maximum amount of product (1.0 means a 100% yield; for example, 0.34 means a 34% yield). (1) The reactants are [NH2:1][C:2]1[CH:7]=[C:6]([C:8]2([CH3:20])[CH:13]3[CH:9]2[CH2:10][N:11]([CH2:14][CH2:15][CH2:16][CH2:17][CH2:18][CH3:19])[CH2:12]3)[CH:5]=[CH:4][C:3]=1[NH2:21].[F:22][C:23]([F:28])([F:27])[C:24](O)=O. No catalyst specified. The product is [CH2:14]([N:11]1[CH2:10][CH:9]2[CH:13]([C:8]2([C:6]2[CH:5]=[CH:4][C:3]3[NH:21][C:24]([C:23]([F:28])([F:27])[F:22])=[N:1][C:2]=3[CH:7]=2)[CH3:20])[CH2:12]1)[CH2:15][CH2:16][CH2:17][CH2:18][CH3:19]. The yield is 0.540. (2) The yield is 0.990. The reactants are [OH-].[K+].OCS([O-])=O.[Na+].[NH2:9][C:10]1[C:11]([F:18])=[CH:12][C:13]([CH3:17])=[C:14]([SH:16])[CH:15]=1.[F:19][C:20]([F:24])([F:23])[CH2:21]I. The catalyst is CN(C=O)C.O. The product is [F:19][C:20]([F:24])([F:23])[CH2:21][S:16][C:14]1[CH:15]=[C:10]([C:11]([F:18])=[CH:12][C:13]=1[CH3:17])[NH2:9]. (3) The reactants are C(OC(=O)[NH:7][C@H:8]1[CH2:13][CH2:12][C@@H:11]([CH2:14][NH:15][C:16]([O:18][CH2:19][C:20]2[CH:25]=[CH:24][CH:23]=[CH:22][CH:21]=2)=[O:17])[CH2:10][CH2:9]1)(C)(C)C.Cl. The catalyst is CCOC(C)=O. The product is [CH2:19]([O:18][C:16](=[O:17])[NH:15][CH2:14][C@H:11]1[CH2:12][CH2:13][C@@H:8]([NH2:7])[CH2:9][CH2:10]1)[C:20]1[CH:21]=[CH:22][CH:23]=[CH:24][CH:25]=1. The yield is 0.950. (4) The reactants are Cl[C:2]1[CH:3]=[C:4]([CH:7]=[CH:8][C:9]=1[N+:10]([O-:12])=[O:11])[C:5]#[N:6].[C:13]1([CH2:19][CH2:20][NH2:21])[CH:18]=[CH:17][CH:16]=[CH:15][CH:14]=1.C(=O)([O-])[O-].[K+].[K+].[OH-].[Na+]. The catalyst is C(O)C. The product is [N+:10]([C:9]1[CH:8]=[CH:7][C:4]([C:5]#[N:6])=[CH:3][C:2]=1[NH:21][CH2:20][CH2:19][C:13]1[CH:18]=[CH:17][CH:16]=[CH:15][CH:14]=1)([O-:12])=[O:11]. The yield is 0.210. (5) The reactants are CN1CCOCC1.CN(C(ON1N=NC2C=CC=CC1=2)=[N+](C)C)C.F[P-](F)(F)(F)(F)F.[Cl:32][C:33]1[CH:34]=[C:35]2[C:39](=[C:40]([C:42]([OH:44])=O)[CH:41]=1)[NH:38][CH:37]=[CH:36]2.[F:45][C:46]1[CH:51]=[CH:50][C:49]([CH2:52][CH2:53][NH:54][CH2:55][C:56]2[CH:61]=[CH:60][C:59]([C:62]([F:65])([F:64])[F:63])=[CH:58][CH:57]=2)=[CH:48][CH:47]=1. The catalyst is CN(C=O)C.O. The product is [F:45][C:46]1[CH:51]=[CH:50][C:49]([CH2:52][CH2:53][N:54]([CH2:55][C:56]2[CH:61]=[CH:60][C:59]([C:62]([F:63])([F:64])[F:65])=[CH:58][CH:57]=2)[C:42]([C:40]2[CH:41]=[C:33]([Cl:32])[CH:34]=[C:35]3[C:39]=2[NH:38][CH:37]=[CH:36]3)=[O:44])=[CH:48][CH:47]=1. The yield is 0.940. (6) The yield is 0.720. The catalyst is O1CCOCC1.CCN(CC)CC.[Cu](I)I.C1(C=CC=CC=1)[P](C1C=CC=CC=1)(C1C=CC=CC=1)[Pd][P](C1C=CC=CC=1)(C1C=CC=CC=1)C1C=CC=CC=1. The product is [CH3:1][O:2][C:3](=[O:16])[C:4]1[CH:9]=[C:8]([C:19]#[C:18][CH2:17][O:20][CH:21]2[CH2:26][CH2:25][CH2:24][CH2:23][O:22]2)[C:7]([C:11]([F:14])([F:13])[F:12])=[CH:6][C:5]=1[NH2:15]. The reactants are [CH3:1][O:2][C:3](=[O:16])[C:4]1[CH:9]=[C:8](I)[C:7]([C:11]([F:14])([F:13])[F:12])=[CH:6][C:5]=1[NH2:15].[CH2:17]([O:20][CH:21]1[CH2:26][CH2:25][CH2:24][CH2:23][O:22]1)[C:18]#[CH:19].